This data is from Peptide-MHC class I binding affinity with 185,985 pairs from IEDB/IMGT. The task is: Regression. Given a peptide amino acid sequence and an MHC pseudo amino acid sequence, predict their binding affinity value. This is MHC class I binding data. (1) The peptide sequence is ILQAFAPL. The MHC is H-2-Db with pseudo-sequence H-2-Db. The binding affinity (normalized) is 0.0867. (2) The peptide sequence is KEINFLSQT. The MHC is HLA-B40:01 with pseudo-sequence HLA-B40:01. The binding affinity (normalized) is 0. (3) The peptide sequence is RHIAIQVCY. The MHC is HLA-A11:01 with pseudo-sequence HLA-A11:01. The binding affinity (normalized) is 0.0847. (4) The peptide sequence is EVDEGSDMM. The MHC is HLA-B07:02 with pseudo-sequence HLA-B07:02. The binding affinity (normalized) is 0.0847. (5) The peptide sequence is KQNMRIRSK. The MHC is HLA-B46:01 with pseudo-sequence HLA-B46:01. The binding affinity (normalized) is 0.0847. (6) The binding affinity (normalized) is 0.213. The MHC is HLA-A30:01 with pseudo-sequence HLA-A30:01. The peptide sequence is FFSPFFFSL. (7) The peptide sequence is VVFEDGLPR. The MHC is HLA-B35:01 with pseudo-sequence HLA-B35:01. The binding affinity (normalized) is 0.0847. (8) The peptide sequence is KLMPGSIYV. The MHC is HLA-B08:02 with pseudo-sequence HLA-B08:02. The binding affinity (normalized) is 0.0847. (9) The peptide sequence is VAFYCAGRF. The MHC is HLA-B58:01 with pseudo-sequence HLA-B58:01. The binding affinity (normalized) is 0.564.